This data is from Catalyst prediction with 721,799 reactions and 888 catalyst types from USPTO. The task is: Predict which catalyst facilitates the given reaction. Reactant: [NH:1]1[C:9]2[C:4](=[CH:5][C:6]([NH:10][C:11]3[C:12]4[C:19]5[CH2:20][CH2:21][CH:22]([C:24](O)=[O:25])[CH2:23][C:18]=5[S:17][C:13]=4[N:14]=[CH:15][N:16]=3)=[CH:7][CH:8]=2)[CH:3]=[N:2]1.[CH3:27][O:28][C:29]1[CH:35]=[CH:34][CH:33]=[CH:32][C:30]=1[NH2:31].C(N(CC)C(C)C)(C)C.C(P1(=O)OP(CCC)(=O)OP(CCC)(=O)O1)CC.C(P(OP(CCC)=O)=O)CC. Product: [NH:1]1[C:9]2[C:4](=[CH:5][C:6]([NH:10][C:11]3[C:12]4[C:19]5[CH2:20][CH2:21][CH:22]([C:24]([NH:31][C:30]6[CH:32]=[CH:33][CH:34]=[CH:35][C:29]=6[O:28][CH3:27])=[O:25])[CH2:23][C:18]=5[S:17][C:13]=4[N:14]=[CH:15][N:16]=3)=[CH:7][CH:8]=2)[CH:3]=[N:2]1. The catalyst class is: 42.